From a dataset of NCI-60 drug combinations with 297,098 pairs across 59 cell lines. Regression. Given two drug SMILES strings and cell line genomic features, predict the synergy score measuring deviation from expected non-interaction effect. (1) Drug 1: CN(C)N=NC1=C(NC=N1)C(=O)N. Drug 2: CS(=O)(=O)OCCCCOS(=O)(=O)C. Cell line: MDA-MB-435. Synergy scores: CSS=-11.5, Synergy_ZIP=7.37, Synergy_Bliss=4.74, Synergy_Loewe=-7.53, Synergy_HSA=-6.38. (2) Drug 2: CC(C)CN1C=NC2=C1C3=CC=CC=C3N=C2N. Synergy scores: CSS=15.2, Synergy_ZIP=-5.08, Synergy_Bliss=-5.64, Synergy_Loewe=-3.06, Synergy_HSA=-4.88. Drug 1: C1CCC(C(C1)N)N.C(=O)(C(=O)[O-])[O-].[Pt+4]. Cell line: MALME-3M. (3) Drug 1: C1C(C(OC1N2C=NC(=NC2=O)N)CO)O. Drug 2: N.N.Cl[Pt+2]Cl. Cell line: HS 578T. Synergy scores: CSS=14.5, Synergy_ZIP=-3.01, Synergy_Bliss=3.16, Synergy_Loewe=4.75, Synergy_HSA=2.92.